Dataset: Peptide-MHC class I binding affinity with 185,985 pairs from IEDB/IMGT. Task: Regression. Given a peptide amino acid sequence and an MHC pseudo amino acid sequence, predict their binding affinity value. This is MHC class I binding data. (1) The peptide sequence is FTLINWRSV. The MHC is HLA-B07:02 with pseudo-sequence HLA-B07:02. The binding affinity (normalized) is 0.213. (2) The peptide sequence is GQFLSFASL. The MHC is HLA-A29:02 with pseudo-sequence HLA-A29:02. The binding affinity (normalized) is 0.0847. (3) The peptide sequence is MDSNTVSSF. The MHC is HLA-B44:03 with pseudo-sequence HLA-B44:03. The binding affinity (normalized) is 0.391. (4) The peptide sequence is NWQKLEVFWA. The MHC is Patr-A0901 with pseudo-sequence Patr-A0901. The binding affinity (normalized) is 0.326. (5) The peptide sequence is RVLENTHIF. The MHC is HLA-A30:01 with pseudo-sequence HLA-A30:01. The binding affinity (normalized) is 0.501. (6) The peptide sequence is MLRKKQITV. The MHC is HLA-B27:05 with pseudo-sequence HLA-B27:05. The binding affinity (normalized) is 0.0847. (7) The peptide sequence is SYSMCTGKF. The MHC is HLA-A24:02 with pseudo-sequence HLA-A24:02. The binding affinity (normalized) is 0.567. (8) The peptide sequence is FLLMIVLQI. The MHC is HLA-A68:02 with pseudo-sequence HLA-A68:02. The binding affinity (normalized) is 0.110.